Dataset: Catalyst prediction with 721,799 reactions and 888 catalyst types from USPTO. Task: Predict which catalyst facilitates the given reaction. (1) Reactant: [Br:1][C:2]1[C:3]([O:41]S(C2C=CC=CC=2)(=O)=O)=[CH:4][CH:5]=[C:6]2[C:11]=1[N:10]=[C:9]([CH:12]([CH2:28][CH2:29][NH:30][C:31](=[O:40])[CH2:32][CH2:33][CH2:34][CH2:35][C:36]([O:38]C)=[O:37])[O:13][C:14](=[O:27])[NH:15][CH2:16][CH2:17][CH2:18][CH2:19][CH2:20][C:21](=[O:26])[NH:22][CH2:23][C:24]#[CH:25])[CH:8]=[CH:7]2.[OH-].[Na+]. Product: [Br:1][C:2]1[C:3]([OH:41])=[CH:4][CH:5]=[C:6]2[C:11]=1[N:10]=[C:9]([CH:12]([CH2:28][CH2:29][NH:30][C:31](=[O:40])[CH2:32][CH2:33][CH2:34][CH2:35][C:36]([OH:38])=[O:37])[O:13][C:14](=[O:27])[NH:15][CH2:16][CH2:17][CH2:18][CH2:19][CH2:20][C:21](=[O:26])[NH:22][CH2:23][C:24]#[CH:25])[CH:8]=[CH:7]2. The catalyst class is: 5. (2) Reactant: [CH2:1]([O:8][C:9]([N:11]1[CH2:16][CH2:15][CH:14]([C:17](=O)[C:18]2[CH:23]=[CH:22][C:21]([Cl:24])=[CH:20][CH:19]=2)[CH2:13][CH2:12]1)=[O:10])[C:2]1[CH:7]=[CH:6][CH:5]=[CH:4][CH:3]=1.C([O-])(=O)C.[NH4+].C([BH3-])#[N:32].[Na+]. Product: [CH2:1]([O:8][C:9]([N:11]1[CH2:16][CH2:15][CH:14]([CH:17]([NH2:32])[C:18]2[CH:23]=[CH:22][C:21]([Cl:24])=[CH:20][CH:19]=2)[CH2:13][CH2:12]1)=[O:10])[C:2]1[CH:7]=[CH:6][CH:5]=[CH:4][CH:3]=1. The catalyst class is: 5. (3) Reactant: [CH3:1][O:2][C@H:3]([C@@H:14]([CH3:21])[C@@H:15]([O:19][CH3:20])/[CH:16]=C/C)[C@@H:4]([CH3:13])[CH2:5][O:6][C:7](=[O:12])[C:8]([CH3:11])([CH3:10])[CH3:9].[O:22]=[O+][O-].C1(P(C2C=CC=CC=2)C2C=CC=CC=2)C=CC=CC=1. Product: [CH3:1][O:2][C@H:3]([C@@H:14]([CH3:21])[C@@H:15]([O:19][CH3:20])[CH:16]=[O:22])[C@@H:4]([CH3:13])[CH2:5][O:6][C:7](=[O:12])[C:8]([CH3:9])([CH3:10])[CH3:11]. The catalyst class is: 4. (4) The catalyst class is: 23. Product: [F:20][C:21]([F:34])([F:35])[C:22]1[CH:29]=[CH:28][C:27]([C:30]([F:33])([F:31])[F:32])=[CH:26][C:23]=1[CH2:24][O:1][C:2]1[CH:3]=[C:4]([CH:7]=[C:8]([C:10]([F:11])([F:12])[F:13])[CH:9]=1)[C:5]#[N:6]. Reactant: [OH:1][C:2]1[CH:3]=[C:4]([CH:7]=[C:8]([C:10]([F:13])([F:12])[F:11])[CH:9]=1)[C:5]#[N:6].C([O-])([O-])=O.[K+].[K+].[F:20][C:21]([F:35])([F:34])[C:22]1[CH:29]=[CH:28][C:27]([C:30]([F:33])([F:32])[F:31])=[CH:26][C:23]=1[CH2:24]Br. (5) Reactant: C1(S([N:10]2[C:18]3[C:13](=[CH:14][CH:15]=[C:16]([F:19])[CH:17]=3)[C:12]([C:20]3[CH:29]=[CH:28][C:23]4[N:24]=[C:25]([NH2:27])[O:26][C:22]=4[CH:21]=3)=[CH:11]2)(=O)=O)C=CC=CC=1.[NH4+].[Cl-]. Product: [F:19][C:16]1[CH:17]=[C:18]2[C:13]([C:12]([C:20]3[CH:29]=[CH:28][C:23]4[N:24]=[C:25]([NH2:27])[O:26][C:22]=4[CH:21]=3)=[CH:11][NH:10]2)=[CH:14][CH:15]=1. The catalyst class is: 5. (6) Reactant: [CH2:1]([O:3][C:4]([C:6]1[N:11]=[C:10](Br)[C:9]2[N:13]=[C:14]([C:16]([CH3:19])([CH3:18])[CH3:17])[S:15][C:8]=2[C:7]=1[OH:20])=[O:5])[CH3:2].[CH:21](B(O)O)=[CH:22][C:23]1[CH:28]=[CH:27][CH:26]=[CH:25][CH:24]=1.C(=O)([O-])[O-].[Cs+].[Cs+]. Product: [CH2:1]([O:3][C:4]([C:6]1[N:11]=[C:10]([CH:21]=[CH:22][C:23]2[CH:28]=[CH:27][CH:26]=[CH:25][CH:24]=2)[C:9]2[N:13]=[C:14]([C:16]([CH3:19])([CH3:18])[CH3:17])[S:15][C:8]=2[C:7]=1[OH:20])=[O:5])[CH3:2]. The catalyst class is: 660. (7) Product: [C:1]([C:3]1[CH:4]=[C:5]([CH:10]=[CH:11][C:12]=1[O:13][CH:15]([CH3:17])[CH3:16])[C:6]([O:8][CH3:9])=[O:7])#[N:2]. Reactant: [C:1]([C:3]1[CH:4]=[C:5]([CH:10]=[CH:11][C:12]=1[OH:13])[C:6]([O:8][CH3:9])=[O:7])#[N:2].Br[CH:15]([CH3:17])[CH3:16].C(=O)([O-])[O-].[K+].[K+]. The catalyst class is: 3. (8) Reactant: [NH2:1][S:2]([C:5]1[CH:10]=[CH:9][C:8]([N:11]2[C:15]([CH2:16][C:17]3[CH:22]=[CH:21][C:20](Br)=[CH:19][CH:18]=3)=[CH:14][C:13]([C:24]([O:26][CH3:27])=[O:25])=[N:12]2)=[C:7]([F:28])[CH:6]=1)(=[O:4])=[O:3]. Product: [NH2:1][S:2]([C:5]1[CH:10]=[CH:9][C:8]([N:11]2[C:15]([CH2:16][C:17]3[CH:22]=[CH:21][CH:20]=[CH:19][CH:18]=3)=[CH:14][C:13]([C:24]([O:26][CH3:27])=[O:25])=[N:12]2)=[C:7]([F:28])[CH:6]=1)(=[O:4])=[O:3]. The catalyst class is: 19.